Dataset: Catalyst prediction with 721,799 reactions and 888 catalyst types from USPTO. Task: Predict which catalyst facilitates the given reaction. The catalyst class is: 8. Product: [Br:1][C:2]1[CH:3]=[C:4]2[C:5](=[C:6]([O:8][CH3:9])[CH:7]=1)[N:10]=[C:11]([C:12]1[CH:13]=[N:14][CH:15]=[CH:16][CH:17]=1)[N:20]=[C:19]2[OH:21]. Reactant: [Br:1][C:2]1[CH:7]=[C:6]([O:8][CH3:9])[C:5]([NH:10][C:11](=O)[C:12]2[CH:17]=[CH:16][CH:15]=[N:14][CH:13]=2)=[C:4]([C:19](=[O:21])[NH2:20])[CH:3]=1.[OH-].[Na+].